From a dataset of Forward reaction prediction with 1.9M reactions from USPTO patents (1976-2016). Predict the product of the given reaction. (1) Given the reactants [C:1]([OH:7])(=[O:6])[CH2:2][C:3](O)=O.N1CCCCC1.N1C=CC=CC=1.C([C:22]1[CH:32]=[CH:31][CH:30]=[CH:29][C:23]=1[C:24]([O:26][CH2:27][CH3:28])=[O:25])=O, predict the reaction product. The product is: [CH2:27]([O:26][C:24]([C:23]1[CH:29]=[CH:30][CH:31]=[CH:32][C:22]=1/[CH:3]=[CH:2]/[C:1]([OH:7])=[O:6])=[O:25])[CH3:28]. (2) Given the reactants [CH3:1][O:2][CH2:3][CH2:4][NH2:5].CCN(C(C)C)C(C)C.[Br:15][CH2:16][CH2:17][C:18](Cl)=[O:19], predict the reaction product. The product is: [Br:15][CH2:16][CH2:17][C:18]([NH:5][CH2:4][CH2:3][O:2][CH3:1])=[O:19]. (3) Given the reactants Cl.C(OC[N:6]1[CH:10]=[CH:9][N:8]=[C:7]1[C:11]1[S:12][CH:13]=[CH:14][N:15]=1)C.[OH-].[Na+].C([O-])(O)=O.[Na+], predict the reaction product. The product is: [NH:6]1[CH:10]=[CH:9][N:8]=[C:7]1[C:11]1[S:12][CH:13]=[CH:14][N:15]=1.